Task: Predict the product of the given reaction.. Dataset: Forward reaction prediction with 1.9M reactions from USPTO patents (1976-2016) Given the reactants [CH4:1].[OH2:2], predict the reaction product. The product is: [CH4:1].[OH2:2].[OH2:2].[OH2:2].[OH2:2].[OH2:2].[OH2:2].[OH2:2].[OH2:2].